This data is from Reaction yield outcomes from USPTO patents with 853,638 reactions. The task is: Predict the reaction yield, written as a fraction of the theoretical maximum amount of product (1.0 means a 100% yield; for example, 0.34 means a 34% yield). (1) The reactants are Br[C:2]1[N:10]([CH2:11][C:12]2[CH:17]=[CH:16][C:15]([Cl:18])=[CH:14][CH:13]=2)[C:9]2[C:8](=[O:19])[N:7]([CH2:20][CH2:21][CH2:22][O:23][CH:24]3[CH2:29][CH2:28][CH2:27][CH2:26][O:25]3)[C:6](=[O:30])[N:5]([CH3:31])[C:4]=2[N:3]=1.[F:32][C:33]([F:43])([F:42])[O:34][C:35]1[CH:36]=[C:37]([CH:39]=[CH:40][CH:41]=1)[NH2:38].CC(C1C=C(C(C)C)C(C2C=CC=CC=2P(C2CCCCC2)C2CCCCC2)=C(C(C)C)C=1)C.C([O-])(C)(C)C.[K+]. The catalyst is C1(C)C=CC=CC=1.C1C=CC(/C=C/C(/C=C/C2C=CC=CC=2)=O)=CC=1.C1C=CC(/C=C/C(/C=C/C2C=CC=CC=2)=O)=CC=1.C1C=CC(/C=C/C(/C=C/C2C=CC=CC=2)=O)=CC=1.[Pd].[Pd]. The product is [Cl:18][C:15]1[CH:16]=[CH:17][C:12]([CH2:11][N:10]2[C:9]3[C:8](=[O:19])[N:7]([CH2:20][CH2:21][CH2:22][O:23][CH:24]4[CH2:29][CH2:28][CH2:27][CH2:26][O:25]4)[C:6](=[O:30])[N:5]([CH3:31])[C:4]=3[N:3]=[C:2]2[NH:38][C:37]2[CH:39]=[CH:40][CH:41]=[C:35]([O:34][C:33]([F:32])([F:42])[F:43])[CH:36]=2)=[CH:13][CH:14]=1. The yield is 0.576. (2) The reactants are Br[C:2]1[CH:6]=[CH:5][S:4][C:3]=1[CH:7]=[O:8].[N-:9]=[N+:10]=[N-:11].[Na+].O. The catalyst is CS(C)=O. The product is [N:9]([C:2]1[CH:6]=[CH:5][S:4][C:3]=1[CH:7]=[O:8])=[N+:10]=[N-:11]. The yield is 0.760. (3) The reactants are [BH4-].[Na+].[O:3]=[C:4]1[C:13]([CH2:14][C:15]([NH:17][C:18]2[CH:23]=[CH:22][C:21]([F:24])=[CH:20][C:19]=2[C:25]([F:28])([F:27])[F:26])=[O:16])=[C:12]([C:29]2[CH:34]=[CH:33][CH:32]=[CH:31][CH:30]=2)[C:11]2[C:6](=[CH:7][C:8]3[C:37](=[O:38])[CH2:36][CH2:35][C:9]=3[CH:10]=2)[O:5]1.CO.Cl. The catalyst is COCCOC. The product is [F:24][C:21]1[CH:22]=[CH:23][C:18]([NH:17][C:15](=[O:16])[CH2:14][C:13]2[C:4](=[O:3])[O:5][C:6]3[C:11]([C:12]=2[C:29]2[CH:34]=[CH:33][CH:32]=[CH:31][CH:30]=2)=[CH:10][C:9]2[CH2:35][CH2:36][CH:37]([OH:38])[C:8]=2[CH:7]=3)=[C:19]([C:25]([F:28])([F:26])[F:27])[CH:20]=1. The yield is 0.650. (4) The reactants are [C:1](OC(=NC(C)C)NC(C)C)([CH3:4])([CH3:3])[CH3:2].Cl.[Br:16][C:17]1[CH:22]=[CH:21][C:20]([NH:23][C:24]2[C:29]([C:30]([OH:32])=[O:31])=[CH:28][N:27]=[C:26]([Cl:33])[CH:25]=2)=[C:19]([Cl:34])[CH:18]=1. The catalyst is C1COCC1.CCOC(C)=O. The product is [C:1]([O:31][C:30](=[O:32])[C:29]1[C:24]([NH:23][C:20]2[CH:21]=[CH:22][C:17]([Br:16])=[CH:18][C:19]=2[Cl:34])=[CH:25][C:26]([Cl:33])=[N:27][CH:28]=1)([CH3:4])([CH3:3])[CH3:2]. The yield is 0.780. (5) The reactants are [NH2:1][C:2]1[CH:3]=[CH:4][C:5]2[CH2:11][N:10]([CH3:12])[CH2:9][C:8](=[O:13])[NH:7][C:6]=2[CH:14]=1.Cl[C:16]1[N:21]=[C:20]([NH:22][C:23]2[CH:32]=[CH:31][CH:30]=[CH:29][C:24]=2[C:25]([NH:27][CH3:28])=[O:26])[C:19]([Cl:33])=[CH:18][N:17]=1.C12(CS(O)(=O)=O)C(C)(C)C(CC1)CC2=O. The catalyst is CC(O)C.Cl.O1CCOCC1. The product is [Cl:33][C:19]1[C:20]([NH:22][C:23]2[CH:32]=[CH:31][CH:30]=[CH:29][C:24]=2[C:25]([NH:27][CH3:28])=[O:26])=[N:21][C:16]([NH:1][C:2]2[CH:3]=[CH:4][C:5]3[CH2:11][N:10]([CH3:12])[CH2:9][C:8](=[O:13])[NH:7][C:6]=3[CH:14]=2)=[N:17][CH:18]=1. The yield is 0.160. (6) The reactants are Br[CH2:2][CH2:3][O:4][C:5]1[CH:11]=[CH:10][C:8]([NH2:9])=[C:7]([N+:12]([O-:14])=[O:13])[CH:6]=1.[C:15]([N:22]1[CH2:27][CH2:26][NH:25][CH2:24][CH2:23]1)([O:17][C:18]([CH3:21])([CH3:20])[CH3:19])=[O:16].O. The catalyst is C1COCC1. The product is [NH2:9][C:8]1[CH:10]=[CH:11][C:5]([O:4][CH2:3][CH2:2][N:25]2[CH2:24][CH2:23][N:22]([C:15]([O:17][C:18]([CH3:21])([CH3:20])[CH3:19])=[O:16])[CH2:27][CH2:26]2)=[CH:6][C:7]=1[N+:12]([O-:14])=[O:13]. The yield is 0.590.